From a dataset of Forward reaction prediction with 1.9M reactions from USPTO patents (1976-2016). Predict the product of the given reaction. Given the reactants [CH3:1][O:2][C:3]1[CH:4]=[C:5]([NH2:9])[CH:6]=[CH:7][CH:8]=1.C(N(CC)CC)C.[C:17](Cl)(=[O:22])[C:18]([CH3:21])([CH3:20])[CH3:19], predict the reaction product. The product is: [CH3:1][O:2][C:3]1[CH:4]=[C:5]([NH:9][C:17](=[O:22])[C:18]([CH3:21])([CH3:20])[CH3:19])[CH:6]=[CH:7][CH:8]=1.